From a dataset of Reaction yield outcomes from USPTO patents with 853,638 reactions. Predict the reaction yield, written as a fraction of the theoretical maximum amount of product (1.0 means a 100% yield; for example, 0.34 means a 34% yield). (1) The reactants are FC(F)(F)C(O)=O.[NH2:8][C:9]1[CH:14]=[CH:13][C:12]([CH:15]2[CH2:20][N:19]([CH3:21])[C:18](=[O:22])[N:17]([CH3:23])[CH2:16]2)=[CH:11][C:10]=1Br.[C:25]1(B(O)O)[CH2:30][CH2:29][CH2:28][CH2:27][CH:26]=1. No catalyst specified. The product is [NH2:8][C:9]1[CH:14]=[CH:13][C:12]([CH:15]2[CH2:20][N:19]([CH3:21])[C:18](=[O:22])[N:17]([CH3:23])[CH2:16]2)=[CH:11][C:10]=1[C:25]1[CH2:30][CH2:29][CH2:28][CH2:27][CH:26]=1. The yield is 0.380. (2) The reactants are [Li]CCCC.[Br:6][C:7]1[CH:8]=[C:9]([C:13]([O:15][CH3:16])=[O:14])[S:10][C:11]=1Br.[I:17]I. The catalyst is C1COCC1. The product is [Br:6][C:7]1[CH:8]=[C:9]([C:13]([O:15][CH3:16])=[O:14])[S:10][C:11]=1[I:17]. The yield is 0.560.